This data is from Catalyst prediction with 721,799 reactions and 888 catalyst types from USPTO. The task is: Predict which catalyst facilitates the given reaction. Reactant: C(N(C(C)C)CC)(C)C.Cl.[CH3:11][O:12][C:13](=[O:25])[C@H:14]([CH2:16][NH:17][C:18]([C:20]1[S:21][CH:22]=[CH:23][CH:24]=1)=[O:19])[NH2:15].[Cl:26][C:27]1[CH:35]=[C:34]([C:36]([NH:38][CH2:39][C:40]2[CH:45]=[CH:44][CH:43]=[C:42]([OH:46])[CH:41]=2)=[O:37])[CH:33]=[CH:32][C:28]=1[C:29](O)=[O:30].CN(C(ON1N=NC2C=CC=CC1=2)=[N+](C)C)C.F[P-](F)(F)(F)(F)F. Product: [Cl:26][C:27]1[CH:35]=[C:34]([C:36]([NH:38][CH2:39][C:40]2[CH:45]=[CH:44][CH:43]=[C:42]([OH:46])[CH:41]=2)=[O:37])[CH:33]=[CH:32][C:28]=1[C:29]([NH:15][C@H:14]([C:13]([O:12][CH3:11])=[O:25])[CH2:16][NH:17][C:18]([C:20]1[S:21][CH:22]=[CH:23][CH:24]=1)=[O:19])=[O:30]. The catalyst class is: 3.